This data is from TCR-epitope binding with 47,182 pairs between 192 epitopes and 23,139 TCRs. The task is: Binary Classification. Given a T-cell receptor sequence (or CDR3 region) and an epitope sequence, predict whether binding occurs between them. The epitope is KLWAQCVQL. The TCR CDR3 sequence is CASSQGRLVRTDTQYF. Result: 1 (the TCR binds to the epitope).